Task: Predict the reaction yield, written as a fraction of the theoretical maximum amount of product (1.0 means a 100% yield; for example, 0.34 means a 34% yield).. Dataset: Reaction yield outcomes from USPTO patents with 853,638 reactions (1) No catalyst specified. The product is [CH3:1][O:2][C:3]1[CH:8]=[CH:7][C:6]([C:9]2[C:10]([C:11](=[O:15])[CH:12]([CH3:13])[CH3:14])=[C:19]3[CH:20]=[CH:21][CH:22]=[CH:23][N:18]3[N:17]=2)=[CH:5][CH:4]=1. The yield is 0.450. The reactants are [CH3:1][O:2][C:3]1[CH:8]=[CH:7][C:6]([C:9]#[C:10][C:11](=[O:15])[CH:12]([CH3:14])[CH3:13])=[CH:5][CH:4]=1.[I-].[NH2:17][N+:18]1[CH:23]=[CH:22][CH:21]=[CH:20][CH:19]=1.C1CCN2C(=NCCC2)CC1. (2) The reactants are [CH:1]([Si:3]([Cl:6])([Cl:5])[Cl:4])=[CH2:2].[Cl:7][SiH2:8][Cl:9]. The catalyst is [CH-]=O.[CH-]=O.[C-]#[O+].[C-]#[O+].[C-]#[O+].[C-]#[O+].[C-]#[O+].[C-]#[O+].[Co].[Co+2]. The product is [Cl:4][Si:3]([Cl:6])([Cl:5])[CH2:1][CH2:2][SiH:8]([Cl:9])[Cl:7]. The yield is 0.930. (3) The reactants are [CH2:1]([O:3][C:4](=[O:16])[C:5]#[C:6][C:7]1[CH:8]=[CH:9][C:10]2[O:14][CH2:13][CH2:12][C:11]=2[CH:15]=1)[CH3:2].[C:17]([O:21][C:22]([N:24]1[C:33]2[C:28](=[CH:29][CH:30]=[C:31]([CH2:34][CH2:35][O:36][C:37]3[CH:38]=[C:39]4[C:43](=[CH:44][CH:45]=3)[NH:42][CH:41]=[CH:40]4)[N:32]=2)[CH2:27][CH2:26][CH2:25]1)=[O:23])([CH3:20])([CH3:19])[CH3:18]. No catalyst specified. The product is [C:17]([O:21][C:22]([N:24]1[C:33]2[C:28](=[CH:29][CH:30]=[C:31]([CH2:34][CH2:35][O:36][C:37]3[CH:38]=[C:39]4[C:43](=[CH:44][CH:45]=3)[N:42]([C:6]([C:7]3[CH:8]=[CH:9][C:10]5[O:14][CH2:13][CH2:12][C:11]=5[CH:15]=3)=[CH:5][C:4]([O:3][CH2:1][CH3:2])=[O:16])[CH:41]=[CH:40]4)[N:32]=2)[CH2:27][CH2:26][CH2:25]1)=[O:23])([CH3:20])([CH3:18])[CH3:19]. The yield is 0.520.